This data is from Catalyst prediction with 721,799 reactions and 888 catalyst types from USPTO. The task is: Predict which catalyst facilitates the given reaction. (1) Reactant: [Cl:1][C:2]1[CH:11]=[CH:10][CH:9]=[C:8]2[C:3]=1[N:4]=[C:5]([C:25]1[CH:30]=[CH:29][CH:28]=[CH:27][C:26]=1[S:31]([CH3:34])(=[O:33])=[O:32])[C:6]([C@@H:12]([N:14]1C(=O)C3C(=CC=CC=3)C1=O)[CH3:13])=[N:7]2.NN. Product: [Cl:1][C:2]1[CH:11]=[CH:10][CH:9]=[C:8]2[C:3]=1[N:4]=[C:5]([C:25]1[CH:30]=[CH:29][CH:28]=[CH:27][C:26]=1[S:31]([CH3:34])(=[O:33])=[O:32])[C:6]([C@@H:12]([NH2:14])[CH3:13])=[N:7]2. The catalyst class is: 6. (2) Reactant: [C:1]([NH-:5])([CH3:4])([CH3:3])[CH3:2].[Li+:6].C1COCC1.C1(C)C=CC=CC=1.[CH3:19][C:20]1[C:25]([CH3:26])=[C:24]([CH3:27])[C:22](=[CH2:23])[C:21]=1[CH3:28]. Product: [C:1]([NH:5][CH2:23][C:22]1([Li:6])[C:24]([CH3:27])=[C:25]([CH3:26])[C:20]([CH3:19])=[C:21]1[CH3:28])([CH3:4])([CH3:3])[CH3:2]. The catalyst class is: 605. (3) Reactant: [F:1][C:2]1[CH:7]=[C:6]([Si:8]([CH3:11])([CH3:10])[CH3:9])[CH:5]=[CH:4][C:3]=1[N+:12]([O-])=O. Product: [F:1][C:2]1[CH:7]=[C:6]([Si:8]([CH3:10])([CH3:9])[CH3:11])[CH:5]=[CH:4][C:3]=1[NH2:12]. The catalyst class is: 8. (4) Reactant: [Cl:1][C:2]1[CH:21]=[C:20]([NH:22][C:23]2[C:24]3[N:31]([CH2:32][CH2:33][O:34][CH2:35][CH2:36][OH:37])[CH:30]=[CH:29][C:25]=3[N:26]=[CH:27][N:28]=2)[CH:19]=[CH:18][C:3]=1[O:4][C:5]1[CH:6]=[C:7]([CH:11]=[C:12]([C:14]([F:17])([F:16])[F:15])[CH:13]=1)[C:8](O)=[O:9].[C:38]([NH2:42])([CH3:41])([CH3:40])[CH3:39].Cl.C(N=C=NCCCN(C)C)C.ON1C2C=CC=CC=2N=N1. Product: [C:38]([NH:42][C:8](=[O:9])[C:7]1[CH:11]=[C:12]([C:14]([F:16])([F:15])[F:17])[CH:13]=[C:5]([O:4][C:3]2[CH:18]=[CH:19][C:20]([NH:22][C:23]3[C:24]4[N:31]([CH2:32][CH2:33][O:34][CH2:35][CH2:36][OH:37])[CH:30]=[CH:29][C:25]=4[N:26]=[CH:27][N:28]=3)=[CH:21][C:2]=2[Cl:1])[CH:6]=1)([CH3:41])([CH3:40])[CH3:39]. The catalyst class is: 145. (5) The catalyst class is: 75. Reactant: Br[C:2]1[C:3]([N:22]([CH3:27])[S:23]([CH3:26])(=[O:25])=[O:24])=[CH:4][C:5]2[O:9][C:8]([N:10]3[CH:15]=[CH:14][CH:13]=[CH:12][C:11]3=[O:16])=[C:7]([C:17]([NH:19][CH3:20])=[O:18])[C:6]=2[CH:21]=1.[B:28]1([B:28]2[O:32][C:31]([CH3:34])([CH3:33])[C:30]([CH3:36])([CH3:35])[O:29]2)[O:32][C:31]([CH3:34])([CH3:33])[C:30]([CH3:36])([CH3:35])[O:29]1.CC([O-])=O.[K+]. Product: [CH3:20][NH:19][C:17]([C:7]1[C:6]2[CH:21]=[C:2]([B:28]3[O:32][C:31]([CH3:34])([CH3:33])[C:30]([CH3:36])([CH3:35])[O:29]3)[C:3]([N:22]([CH3:27])[S:23]([CH3:26])(=[O:25])=[O:24])=[CH:4][C:5]=2[O:9][C:8]=1[N:10]1[CH:15]=[CH:14][CH:13]=[CH:12][C:11]1=[O:16])=[O:18]. (6) The catalyst class is: 2. Product: [C:26]1([O:25][C:23]([NH:21][NH:20][C:18]([C:13]2[NH:14][C:15]3[C:11]([CH:12]=2)=[CH:10][C:9]([Cl:8])=[CH:17][CH:16]=3)=[O:19])=[O:24])[CH:31]=[CH:30][CH:29]=[CH:28][CH:27]=1. Reactant: C(N(CC)CC)C.[Cl:8][C:9]1[CH:10]=[C:11]2[C:15](=[CH:16][CH:17]=1)[NH:14][C:13]([C:18]([NH:20][NH2:21])=[O:19])=[CH:12]2.Cl[C:23]([O:25][C:26]1[CH:31]=[CH:30][CH:29]=[CH:28][CH:27]=1)=[O:24].